The task is: Predict the reactants needed to synthesize the given product.. This data is from Full USPTO retrosynthesis dataset with 1.9M reactions from patents (1976-2016). (1) Given the product [CH3:1][O:2][C:3]([C:5]1[CH:14]=[C:13]([O:15][CH3:18])[C:12]2[C:7](=[C:8]([Br:17])[CH:9]=[C:10]([F:16])[CH:11]=2)[N:6]=1)=[O:4], predict the reactants needed to synthesize it. The reactants are: [CH3:1][O:2][C:3]([C:5]1[NH:6][C:7]2[C:12]([C:13](=[O:15])[CH:14]=1)=[CH:11][C:10]([F:16])=[CH:9][C:8]=2[Br:17])=[O:4].[C:18]([O-])([O-])=O.[K+].[K+].CS(C)=O.CI. (2) Given the product [OH:1][C@@H:2]1[CH2:6][CH2:5][CH2:4][C@H:3]1[O:7][C:8]1[CH:15]=[CH:14][C:11]([CH:12]=[C:17]([C:16]#[N:20])[C:18]#[N:19])=[CH:10][CH:9]=1, predict the reactants needed to synthesize it. The reactants are: [OH:1][C@@H:2]1[CH2:6][CH2:5][CH2:4][C@H:3]1[O:7][C:8]1[CH:15]=[CH:14][C:11]([CH:12]=O)=[CH:10][CH:9]=1.[C:16](#[N:20])[CH2:17][C:18]#[N:19].CN1CCOCC1. (3) Given the product [N+:1]([C:4]1[CH:14]=[CH:13][C:7]2[CH2:8][CH2:9][N:10]([C:15]([O:17][C:18]([CH3:21])([CH3:20])[CH3:19])=[O:16])[CH2:11][CH2:12][C:6]=2[CH:5]=1)([O-:3])=[O:2], predict the reactants needed to synthesize it. The reactants are: [N+:1]([C:4]1[CH:14]=[CH:13][C:7]2[CH2:8][CH2:9][NH:10][CH2:11][CH2:12][C:6]=2[CH:5]=1)([O-:3])=[O:2].[C:15](O[C:15]([O:17][C:18]([CH3:21])([CH3:20])[CH3:19])=[O:16])([O:17][C:18]([CH3:21])([CH3:20])[CH3:19])=[O:16]. (4) Given the product [CH3:1][N:2]([CH3:6])[CH2:3][CH2:4][O:5][C:40]1[CH:39]=[CH:38][CH:37]=[C:36]2[C:41]=1[C:32]([NH:31][C:29]1[CH:30]=[CH:22][C:21]([O:20][CH2:19][C:18]3[CH:26]=[CH:27][CH:28]=[CH:29][N:31]=3)=[C:27]([CH3:26])[CH:28]=1)=[N:33][CH:34]=[N:35]2, predict the reactants needed to synthesize it. The reactants are: [CH3:1][N:2]([CH3:6])[CH2:3][CH2:4][OH:5].[H-].[Na+].[CH2:18]1O[CH2:22][CH2:21][O:20][CH2:19][CH2:18]OCCO[CH2:22][CH2:21][O:20][CH2:19]1.CC1[CH:30]=[C:29]([NH:31][C:32]2[C:41]3[C:36](=[CH:37][CH:38]=[CH:39][C:40]=3F)[N:35]=[CH:34][N:33]=2)[CH:28]=[CH:27][C:26]=1O. (5) Given the product [F:1][C:2]1[CH:7]=[CH:6][C:5]([C:8]2[C:9]([C:15]([OH:19])=[O:17])=[N:10][C:11]([CH3:14])=[CH:12][CH:13]=2)=[CH:4][CH:3]=1, predict the reactants needed to synthesize it. The reactants are: [F:1][C:2]1[CH:7]=[CH:6][C:5]([C:8]2[C:9]([C:15]#N)=[N:10][C:11]([CH3:14])=[CH:12][CH:13]=2)=[CH:4][CH:3]=1.[OH-:17].[Na+].[OH2:19].